From a dataset of Experimentally validated miRNA-target interactions with 360,000+ pairs, plus equal number of negative samples. Binary Classification. Given a miRNA mature sequence and a target amino acid sequence, predict their likelihood of interaction. (1) The miRNA is hsa-miR-3939 with sequence UACGCGCAGACCACAGGAUGUC. The protein sequence of the target gene is MATSDVKPKSISRAKKWSEEIENLYRFQQAGYRDEIEYKQVKQVAMVDRWPETGYVKKLQRRDNTFFYYNKERECEDKEVHKVKVYVY. Result: 0 (no interaction). (2) The miRNA is rno-miR-429 with sequence UAAUACUGUCUGGUAAUGCCGU. The protein sequence of the target gene is MADEDLIFCLEGVDGGRCSRAGHNADSDTDSDDDEGYFICPITDDHMSNQNVSSKVQSYYSNLTKTECGSTGSPASSFHFKEAWKHAIEKAKHMPDPWAEFHLEDIATEHATRHRYNAVTGEWLKDEVLIKMASQPFGRGAMRECFRTKKLSNFLHAQQWKGASNYVAKRYIEPVDRSVYFEDVQLQMEAKLWGEDYNRHKPPKQVDIMQMCIIELKDRPGQPLFHLEHYIEGKYIKYNSNSGFVRDDNIRLTPQAFSHFTFERSGHQLIVVDIQGVGDLYTDPQIHTEKGTDFGDGNLG.... Result: 0 (no interaction). (3) The miRNA is hsa-miR-5698 with sequence UGGGGGAGUGCAGUGAUUGUGG. Result: 1 (interaction). The protein sequence of the target gene is MVALENPECGPEAAEGTPGGRRLLPLPSCLPALASSQVKRLSASRRKQHFINQAVRNSDLVPKAKGRKSLQRLENTQYLLTLLETDGGLPGLEDGDLAPPASPGIFAEACNNATYVEVWNDFMNRSGEEQERVLRYLEDEGRSKARRRGPGRGEDRRREDPAYTPRECFQRISRRLRAVLKRSRIPMETLETWEERLLRFFSVSPQAVYTAMLDNSFERLLLHAVCQYMDLISASADLEGKRQMKVSNRHLDFLPPGLLLSAYLEQHS. (4) The miRNA is cel-miR-1829c-5p with sequence AAGCGAAAUUCAAGAUGGUUGUA. The protein sequence of the target gene is MASPRWFWSVCAIAAVALLLVSKVPSASAQRKKEMVLSEKVSQLMEWANKRPVIRMNGDKFRRLVKAPPRNYSVVVMFTALQLHRQCVVCKQADEEFQILANSWRYSNAFTNRIFFAMVDFDEGSDVFQMLNMNSAPTFINFPPKGKPKRADTYELQVRGFSAEQIARWIADRTDVNIRVIRPPNYAGPLMLGLLLAVIGGLVYLRRSNMEFLFNKTGWAFAALCFVLAMTSGQMWNHIRGPPYAHKNPHTGHVNYIHGSSQAQFVAETHIVLLFNGGVTLGMVLLCEAATSDMDIGKRR.... Result: 0 (no interaction). (5) The miRNA is hsa-miR-127-5p with sequence CUGAAGCUCAGAGGGCUCUGAU. The protein sequence of the target gene is MATQGFSCLLLSVSEIDLSMKRQYKQIR. Result: 1 (interaction). (6) The miRNA is hsa-let-7a-5p with sequence UGAGGUAGUAGGUUGUAUAGUU. The protein sequence of the target gene is MVPSSPRALFLLLLILACPEPRASQNCLSKQQLLSAIRQLQQLLKGQETRFAEGIRHMKSRLAALQNSVGRVGPDALPVSCPALNTPADGRKFGSKYLVDHEVHFTCNPGFRLVGPSSVVCLPNGTWTGEQPHCRGISECSSQPCQNGGTCVEGVNQYRCICPPGRTGNRCQHQAQTAAPEGSVAGDSAFSRAPRCAQVERAQHCSCEAGFHLSGAAGDSVCQDVNECELYGQEGRPRLCMHACVNTPGSYRCTCPGGYRTLADGKSCEDVDECVGLQPVCPQGTTCINTGGSFQCVSPE.... Result: 0 (no interaction). (7) Result: 1 (interaction). The miRNA is hsa-miR-128-3p with sequence UCACAGUGAACCGGUCUCUUU. The protein sequence of the target gene is MANINLKEITLIVGVVTACYWNSLFCGFVFDDVSAILDNKDLHPSTPLKTLFQNDFWGTPMSEERSHKSYRPLTVLTFRLNYLLSELKPMSYHLLNMIFHAVVSVIFLKVCKLFLDNKSSVIASLLFAVHPIHTEAVTGVVGRAELLSSIFFLAAFLSYTRSKGPDNSIIWTPIALTVFLVAVATLCKEQGITVVGICCVYEVFIAQGYTLPLLCTTAGQFLRGKGSIPFSMLQTLVKLIVLMFSTLLLVVIRVQVIQSQLPVFTRFDNPAAVSPTPTRQLTFNYLLPVNAWLLLNPSEL....